This data is from Peptide-MHC class I binding affinity with 185,985 pairs from IEDB/IMGT. The task is: Regression. Given a peptide amino acid sequence and an MHC pseudo amino acid sequence, predict their binding affinity value. This is MHC class I binding data. (1) The binding affinity (normalized) is 0.0847. The MHC is HLA-B15:17 with pseudo-sequence HLA-B15:17. The peptide sequence is ELKRQLADL. (2) The peptide sequence is RVMPVFAFK. The MHC is HLA-B40:01 with pseudo-sequence HLA-B40:01. The binding affinity (normalized) is 0.0847. (3) The peptide sequence is KTTKSWLQK. The MHC is HLA-B15:01 with pseudo-sequence HLA-B15:01. The binding affinity (normalized) is 0.0847. (4) The peptide sequence is NQLVKDESI. The MHC is HLA-A02:06 with pseudo-sequence HLA-A02:06. The binding affinity (normalized) is 0.146.